From a dataset of Peptide-MHC class I binding affinity with 185,985 pairs from IEDB/IMGT. Regression. Given a peptide amino acid sequence and an MHC pseudo amino acid sequence, predict their binding affinity value. This is MHC class I binding data. (1) The peptide sequence is ARQKQKHPK. The MHC is HLA-B27:05 with pseudo-sequence HLA-B27:05. The binding affinity (normalized) is 0.254. (2) The peptide sequence is AEILSGRVI. The MHC is HLA-A02:01 with pseudo-sequence HLA-A02:01. The binding affinity (normalized) is 0.0847.